Predict the reactants needed to synthesize the given product. From a dataset of Full USPTO retrosynthesis dataset with 1.9M reactions from patents (1976-2016). (1) Given the product [CH3:1][S:2][C:3]1[C:11]2[C:6](=[CH:7][C:8]([NH2:12])=[CH:9][CH:10]=2)[N:5]([C:15]2[CH:16]=[CH:17][CH:18]=[CH:19][CH:20]=2)[N:4]=1, predict the reactants needed to synthesize it. The reactants are: [CH3:1][S:2][C:3]1[C:11]2[C:6](=[CH:7][C:8]([N+:12]([O-])=O)=[CH:9][CH:10]=2)[N:5]([C:15]2[CH:20]=[CH:19][CH:18]=[CH:17][CH:16]=2)[N:4]=1. (2) Given the product [F:29][C:25]1[CH:24]=[C:23]([N:18]([CH2:17][CH:14]2[CH2:13][CH2:12][NH:11][CH2:16][CH2:15]2)[C:19](=[O:22])[CH2:20][CH3:21])[CH:28]=[CH:27][CH:26]=1, predict the reactants needed to synthesize it. The reactants are: C(OC([N:11]1[CH2:16][CH2:15][CH:14]([CH2:17][N:18]([C:23]2[CH:28]=[CH:27][CH:26]=[C:25]([F:29])[CH:24]=2)[C:19](=[O:22])[CH2:20][CH3:21])[CH2:13][CH2:12]1)=O)C1C=CC=CC=1. (3) The reactants are: Cl.[N:2]1([CH2:8][CH2:9][CH2:10][C:11]([OH:13])=O)[CH2:7][CH2:6][CH2:5][CH2:4][CH2:3]1.[C:14](Cl)(=O)C(Cl)=O.C(OC([N:27]1[C:31]([NH2:32])=[CH:30][C:29]([C:33]2[CH:34]=[N:35][C:36]([CH3:39])=[CH:37][CH:38]=2)=[N:28]1)=O)(C)(C)C.Cl. Given the product [CH3:14][CH:9]([CH2:8][N:2]1[CH2:3][CH2:4][CH2:5][CH2:6][CH2:7]1)[CH2:10][C:11]([NH:32][C:31]1[NH:27][N:28]=[C:29]([C:33]2[CH:34]=[N:35][C:36]([CH3:39])=[CH:37][CH:38]=2)[CH:30]=1)=[O:13], predict the reactants needed to synthesize it. (4) Given the product [CH3:1][C:2]1[CH:3]=[C:4]([CH:21]=[C:22]([CH3:33])[C:23]=1[N:24]1[CH:28]=[C:27]([C:29]([F:30])([F:32])[F:31])[CH:26]=[N:25]1)[O:5][C@H:6]([C:10]1[CH:11]=[CH:12][C:13]([C:14]([OH:16])=[O:15])=[CH:19][CH:20]=1)[CH2:7][CH2:8][CH3:9], predict the reactants needed to synthesize it. The reactants are: [CH3:1][C:2]1[CH:3]=[C:4]([CH:21]=[C:22]([CH3:33])[C:23]=1[N:24]1[CH:28]=[C:27]([C:29]([F:32])([F:31])[F:30])[CH:26]=[N:25]1)[O:5][C@H:6]([C:10]1[CH:20]=[CH:19][C:13]([C:14]([O:16]CC)=[O:15])=[CH:12][CH:11]=1)[CH2:7][CH2:8][CH3:9].O.O1CCCC1.O.[OH-].[Li+]. (5) Given the product [CH3:44][C:45]1([CH3:52])[O:49][C@H:48]([CH2:1][O:2][C:3]2[C:8]3[C:9]([CH3:24])([CH3:23])[C:10]4[NH:11][C:12]5[C:17]([C:18]=4[C:19](=[O:20])[C:7]=3[CH:6]=[CH:5][CH:4]=2)=[CH:16][CH:15]=[C:14]([C:21]#[N:22])[CH:13]=5)[CH2:47][O:46]1, predict the reactants needed to synthesize it. The reactants are: [CH3:1][O:2][C:3]1[C:8]2[C:9]([CH3:24])([CH3:23])[C:10]3[NH:11][C:12]4[C:17]([C:18]=3[C:19](=[O:20])[C:7]=2[CH:6]=[CH:5][CH:4]=1)=[CH:16][CH:15]=[C:14]([C:21]#[N:22])[CH:13]=4.C1(P(C2C=CC=CC=2)C2C=CC=CC=2)C=CC=CC=1.[CH3:44][C:45]1([CH3:52])[O:49][C@H:48](CO)[CH2:47][O:46]1.N(C(OCC)=O)=NC(OCC)=O.